From a dataset of Full USPTO retrosynthesis dataset with 1.9M reactions from patents (1976-2016). Predict the reactants needed to synthesize the given product. (1) Given the product [CH2:1]([N:8]1[CH2:20][C@H:19]2[C@H:10]([C:11](=[O:24])[N:12]3[CH2:23][CH2:22][CH2:21][C:14]4[CH:15]=[CH:16][CH:17]=[C:18]2[C:13]3=4)[CH2:9]1)[C:2]1[CH:3]=[CH:4][CH:5]=[CH:6][CH:7]=1, predict the reactants needed to synthesize it. The reactants are: [CH2:1]([N:8]1[CH2:20][C@H:19]2[C@:10](C(OCC)=O)([C:11](=[O:24])[N:12]3[CH2:23][CH2:22][CH2:21][C:14]4[CH:15]=[CH:16][CH:17]=[C:18]2[C:13]3=4)[CH2:9]1)[C:2]1[CH:7]=[CH:6][CH:5]=[CH:4][CH:3]=1.Cl. (2) Given the product [CH2:15]([O:14][C:13]1[C:8]([C:6]([OH:7])=[O:5])=[N:9][C:10]([C:23]2[CH:28]=[CH:27][C:26]([NH:29][C:30]([NH:32][C:33]3[CH:34]=[CH:35][CH:36]=[CH:37][CH:38]=3)=[O:31])=[CH:25][CH:24]=2)=[N:11][C:12]=1[N:17]1[CH2:22][CH2:21][O:20][CH2:19][CH2:18]1)[CH3:16], predict the reactants needed to synthesize it. The reactants are: [OH-].[K+].C([O:5][C:6]([C:8]1[C:13]([O:14][CH2:15][CH3:16])=[C:12]([N:17]2[CH2:22][CH2:21][O:20][CH2:19][CH2:18]2)[N:11]=[C:10]([C:23]2[CH:28]=[CH:27][C:26]([NH:29][C:30]([NH:32][C:33]3[CH:38]=[CH:37][CH:36]=[CH:35][CH:34]=3)=[O:31])=[CH:25][CH:24]=2)[N:9]=1)=[O:7])C.Cl. (3) Given the product [F:29][C:26]([F:27])([F:28])[C:17]1[CH:18]=[C:19]([C:22]([F:25])([F:23])[F:24])[CH:20]=[CH:21][C:16]=1[CH2:15][O:14][C:11]1[CH:12]=[CH:13][C:8](/[CH:7]=[C:6]2/[C:2]([NH:1][CH2:35][CH2:34][C:33]([O:37][CH3:38])=[O:36])=[N:3][C:4](=[O:32])[NH:5]/2)=[CH:9][C:10]=1[O:30][CH3:31], predict the reactants needed to synthesize it. The reactants are: [NH2:1][C:2]1=[N:3][C:4](=[O:32])[NH:5]/[C:6]/1=[CH:7]\[C:8]1[CH:13]=[CH:12][C:11]([O:14][CH2:15][C:16]2[CH:21]=[CH:20][C:19]([C:22]([F:25])([F:24])[F:23])=[CH:18][C:17]=2[C:26]([F:29])([F:28])[F:27])=[C:10]([O:30][CH3:31])[CH:9]=1.[C:33]([O:37][CH3:38])(=[O:36])[CH:34]=[CH2:35]. (4) Given the product [O:1]1[C:5]2[CH:6]=[CH:7][C:8]([N:10]([CH3:37])[C:11](=[O:36])[C@@H:12]([NH:20][C:21]([NH:23][S:24]([C:27]3[CH:32]=[CH:31][CH:30]=[CH:29][C:28]=3[CH:33]([CH3:34])[CH3:35])(=[O:26])=[O:25])=[O:22])[CH2:13][C:14]3[CH:15]=[CH:16][CH:17]=[CH:18][CH:19]=3)=[CH:9][C:4]=2[O:3][CH2:2]1, predict the reactants needed to synthesize it. The reactants are: [O:1]1[C:5]2[CH:6]=[CH:7][C:8]([N:10]([CH3:37])[C:11](=[O:36])[C@@H:12]([NH:20][C:21]([NH:23][S:24]([C:27]3[CH:32]=[CH:31][CH:30]=[CH:29][C:28]=3[C:33]([CH3:35])=[CH2:34])(=[O:26])=[O:25])=[O:22])[CH2:13][C:14]3[CH:19]=[CH:18][CH:17]=[CH:16][CH:15]=3)=[CH:9][C:4]=2[O:3][CH2:2]1. (5) Given the product [C:21]([N:18]1[CH2:17][CH2:16][N:15]([C:12]2[CH:11]=[CH:10][C:9]([NH:8][C:7]3[C:2]([C:45]([NH2:41])=[O:46])=[N:3][CH:4]=[C:5]([NH:26][CH:30]4[CH2:32][CH2:31]4)[N:6]=3)=[CH:14][CH:13]=2)[CH2:20][CH2:19]1)(=[O:23])[CH3:22], predict the reactants needed to synthesize it. The reactants are: Cl[C:2]1[CH:7]=[N:6][CH:5]=[CH:4][N:3]=1.[NH2:8][C:9]1[CH:14]=[CH:13][C:12]([N:15]2[CH2:20][CH2:19][N:18]([C:21](=[O:23])[CH3:22])[CH2:17][CH2:16]2)=[CH:11][CH:10]=1.CC[N:26]([CH:30]([CH3:32])[CH3:31])C(C)C.C(O)(C(F)(F)F)=O.C[N:41]1[C:45](=[O:46])CCC1. (6) Given the product [Cl:34][C:35]1[CH:40]=[CH:39][CH:38]=[CH:37][C:36]=1[C:41]1[C:47]2[CH:48]=[C:49]([O:54][CH:55]([CH3:57])[CH3:56])[C:50]([O:52][CH3:53])=[CH:51][C:46]=2[N:45]=[C:44]2[NH:58][NH:59][C:60]([CH3:61])=[C:43]2[N:42]=1, predict the reactants needed to synthesize it. The reactants are: NC1C=C(OC)C(OC(C)C)=CC=1C(C1C=CC=CC=1Cl)=O.NC1C(C)=NN(CC=C)C=1Cl.[Cl:34][C:35]1[CH:40]=[CH:39][CH:38]=[CH:37][C:36]=1[C:41]1[C:47]2[CH:48]=[C:49]([O:54][CH:55]([CH3:57])[CH3:56])[C:50]([O:52][CH3:53])=[CH:51][C:46]=2[N:45]=[C:44]2[N:58](CC=C)[NH:59][C:60]([CH3:61])=[C:43]2[N:42]=1.[H-].C([Al+]CC(C)C)C(C)C. (7) Given the product [Cl:1][C:2]1[CH:11]=[N:10][C:5]2[S:6][CH2:7][CH2:8][N:9]([C:19]([O:21][C:22]([CH3:25])([CH3:24])[CH3:23])=[O:20])[C:4]=2[CH:3]=1, predict the reactants needed to synthesize it. The reactants are: [Cl:1][C:2]1[CH:11]=[N:10][C:5]2[S:6][CH2:7][CH2:8][NH:9][C:4]=2[CH:3]=1.CCN(CC)CC.[C:19](O[C:19]([O:21][C:22]([CH3:25])([CH3:24])[CH3:23])=[O:20])([O:21][C:22]([CH3:25])([CH3:24])[CH3:23])=[O:20].